This data is from Full USPTO retrosynthesis dataset with 1.9M reactions from patents (1976-2016). The task is: Predict the reactants needed to synthesize the given product. (1) Given the product [Cl:12][C:10]1[C:2]([CH3:1])=[C:3]2[C:7](=[CH:8][CH:9]=1)[NH:6][C:5](=[O:11])[CH2:4]2, predict the reactants needed to synthesize it. The reactants are: [CH3:1][C:2]1[CH:10]=[CH:9][CH:8]=[C:7]2[C:3]=1[CH2:4][C:5](=[O:11])[NH:6]2.[Cl:12]N1C(=O)CCC1=O.FC(F)(F)C(O)=O. (2) Given the product [C:1]1([CH3:11])[CH:6]=[CH:5][C:4]([S:7]([O:25][CH2:24][CH2:23][CH:22]([C:21]([F:29])([F:28])[F:20])[CH2:26][CH3:27])(=[O:9])=[O:8])=[CH:3][CH:2]=1, predict the reactants needed to synthesize it. The reactants are: [C:1]1([CH3:11])[CH:6]=[CH:5][C:4]([S:7](Cl)(=[O:9])=[O:8])=[CH:3][CH:2]=1.C(N(CC)CC)C.Cl.[F:20][C:21]([F:29])([F:28])[CH:22]([CH2:26][CH3:27])[CH2:23][CH2:24][OH:25]. (3) Given the product [CH:1]1([C:7]2[C:15]3[C:10](=[CH:11][C:12]([C:16]([OH:18])=[O:17])=[CH:13][CH:14]=3)[N:9]([CH2:19][C:20]([N:22]3[CH2:27][CH2:26][O:25][CH2:24][CH2:23]3)=[O:21])[C:8]=2[C:28]2[CH:29]=[C:30]3[C:35](=[CH:36][CH:37]=2)[NH:34][CH:33]([C:38]2[S:42][C:41]([CH3:43])=[N:40][C:39]=2[CH3:44])[CH2:32][CH2:31]3)[CH2:6][CH2:5][CH2:4][CH2:3][CH2:2]1, predict the reactants needed to synthesize it. The reactants are: [CH:1]1([C:7]2[C:15]3[C:10](=[CH:11][C:12]([C:16]([OH:18])=[O:17])=[CH:13][CH:14]=3)[N:9]([CH2:19][C:20]([N:22]3[CH2:27][CH2:26][O:25][CH2:24][CH2:23]3)=[O:21])[C:8]=2[C:28]2[CH:29]=[C:30]3[C:35](=[CH:36][CH:37]=2)[N:34]=[C:33]([C:38]2[S:42][C:41]([CH3:43])=[N:40][C:39]=2[CH3:44])[CH:32]=[CH:31]3)[CH2:6][CH2:5][CH2:4][CH2:3][CH2:2]1.